The task is: Binary Classification. Given a miRNA mature sequence and a target amino acid sequence, predict their likelihood of interaction.. This data is from Experimentally validated miRNA-target interactions with 360,000+ pairs, plus equal number of negative samples. (1) The miRNA is rno-miR-383-5p with sequence CAGAUCAGAAGGUGACUGUGG. The protein sequence of the target gene is MGLCKCPKRKVTNLFCFEHRVNVCEHCLVANHAKCIVQSYLQWLQDSDYNPNCRLCNIPLASRETTRLVCYDLFHWACLNERAAQLPRNTAPAGYQCPSCNGPIFPPTNLAGPVASALREKLATVNWARAGLGLPLIDEVVSPEPEPLNTSDFSDWSSFNASSTPGPEEVDSASAAPAFYSQAPRPPASPGRPEQHTVIHMGNPEPLTHAPRKVYDTRDDDRTPGLHGDCDDDKYRRRPALGWLARLLRSRAGSRKRPLTLLQRAGLLLLLGLLGFLALLALMSRLGRAAADSDPNLDPL.... Result: 0 (no interaction). (2) The miRNA is hsa-miR-154-3p with sequence AAUCAUACACGGUUGACCUAUU. The protein sequence of the target gene is MGIEGVSTYLKSGNMDTISAPPGFVSQTSFVLRNVPRDKESPRSVSRQEQTTGFGTDDKDSCNMFLKSRPWIVHGHTIPSSEALRPKKTEVRRRRPLKVSETKVLEEAPVFNPTEEEFRDTLSYISSLRDRAEPYGICCVVPPPSWKPPCLLKEKQIWEASTFFPQVQLFGIQTENRKIKKEVDADSNDAASEGVQLCRVERGPGYTLKSFKNFADTYKKSHFGMKDEVLGSENSSPSLKPNELIVADIEKEYRQIVESPLIEIGVLYGNDLDTATFGSGFPLSAPSESSKYSSGWNLNS.... Result: 0 (no interaction). (3) The miRNA is hsa-miR-6858-3p with sequence CAGCCAGCCCCUGCUCACCCCU. The protein sequence of the target gene is MWSGRKLGSSGGWFLRVLGPGGCNTKAARPLISSAVYVKNQLSGTLQIKPGVFNEYRTIWFKSYRTIFSCLNRIKSFRYPWARLYSTSQTTVDSGEVKTFLALAHKWWDEQGVYAPLHSMNDLRVPFIRDNLLKTIPNHQPGKPLLGMKILDVGCGGGLLTEPLGRLGASVIGIDPVDENIKTAQCHKSFDPVLDKRIEYRVCSLEEIVEETAETFDAVVASEVVEHVIDLETFLQCCCQVLKPGGSLFITTINKTQLSYALGIVFSEQIASIVPKGTHTWEKFVSPETLESILESNGLS.... Result: 0 (no interaction). (4) The miRNA is hsa-miR-192-5p with sequence CUGACCUAUGAAUUGACAGCC. The protein sequence of the target gene is MTTPNKTPPGADPKQLERTGTVREIGSQAVWSLSSCKPGFGVDQLRDDNLETYWQSDGSQPHLVNIQFRRKTTVKTLCIYADYKSDESYTPSKISVRVGNNFHNLQEIRQLELVEPSGWIHVPLTDNHKKPTRTFMIQIAVLANHQNGRDTHMRQIKIYTPVEESSIGKFPRCTTIDFMMYRSIR. Result: 1 (interaction). (5) The miRNA is hsa-miR-638 with sequence AGGGAUCGCGGGCGGGUGGCGGCCU. The protein sequence of the target gene is MIRAFSFPVSPERGRLRGWLEGSLAGLCELHWLRERQEYRVQQALRLAQPGMGGAEAEDEEDADEDEDAAAARRAAAALEEQLEALPGLVWDLGQQLGDLSLESGGLEQESGRSSGFYEDPSSTGGPDSPPSTFCGDSGFSGSSSYGRLGPSEPRGIYASERPKSLGDASPSAPEVVGARAAVPRSFSAPYPTAGGSAGPEACSSAERRARAGPFLTPSPLHAVAMRSPRPCGRPPTDSPDAGGAGRPLDGYISALLRRRRRRGAGQPRTSPGGADGGPRRQNSVRQRPPDASPSPGSAR.... Result: 1 (interaction). (6) The miRNA is hsa-miR-3929 with sequence GAGGCUGAUGUGAGUAGACCACU. The protein sequence of the target gene is MSTADALDDENTFKILVATDIHLGFMEKDAVRGNDTFVTLDEILRLAQENEVDFILLGGDLFHENKPSRKTLHTCLELLRKYCMGDRPVQFEILSDQSVNFGFSKFPWVNYQDGNLNISIPVFSIHGNHDDPTGADALCALDILSCAGFVNHFGRSMSVEKIDISPVLLQKGSTKIALYGLGSIPDERLYRMFVNKKVTMLRPKEDENSWFNLFVIHQNRSKHGSTNFIPEQFLDDFIDLVIWGHEHECKIAPTKNEQQLFYISQPGSSVVTSLSPGEAVKKHVGLLRIKGRKMNMHKIP.... Result: 1 (interaction). (7) The miRNA is mmu-miR-1949 with sequence CUAUACCAGGAUGUCAGCAUAGUU. The protein sequence of the target gene is MTAEETVNVKEVEIIKLILDFLNSKKLHISMLALEKESGVINGLFSDDMLFLRQLILDGQWDEVLQFIQPLECMEKFDKKRFRYIILKQKFLEALCVNNAMSAEDEPQHLEFTMQEAVQCLHALEEYCPSKDDYSKLCLLLTLPRLTNHAEFKDWNPSTARVHCFEEVCVMVAEFIPADRKLSEAGFKASNNRLFQLVMKGLLYECCVEFCQSKATGEEITESEVLLGIDLLCGNGCDDLDLSLLSWLQNLPSSVFSCAFEQKMLNIHVDKLLKPTKAAYADLLTPLISKLSPYPSSPMR.... Result: 0 (no interaction).